From a dataset of Catalyst prediction with 721,799 reactions and 888 catalyst types from USPTO. Predict which catalyst facilitates the given reaction. (1) Reactant: [Cl:1][C:2]1[CH:3]=[C:4]([CH2:8][N:9](C(=O)C(F)(F)F)[C:10]2[CH:19]=[C:18]([C:20]3[C:29]4[C:24](=[CH:25][C:26]([O:35][CH2:36][CH3:37])=[C:27]5[O:32][C:31]([CH3:34])([CH3:33])[CH2:30][C:28]5=4)[CH2:23][C:22]([CH3:39])([CH3:38])[N:21]=3)[CH:17]=[CH:16][C:11]=2[C:12]([O:14][CH3:15])=[O:13])[CH:5]=[CH:6][CH:7]=1.C(=O)([O-])[O-].[K+].[K+]. Product: [Cl:1][C:2]1[CH:3]=[C:4]([CH2:8][NH:9][C:10]2[CH:19]=[C:18]([C:20]3[C:29]4[C:24](=[CH:25][C:26]([O:35][CH2:36][CH3:37])=[C:27]5[O:32][C:31]([CH3:34])([CH3:33])[CH2:30][C:28]5=4)[CH2:23][C:22]([CH3:38])([CH3:39])[N:21]=3)[CH:17]=[CH:16][C:11]=2[C:12]([O:14][CH3:15])=[O:13])[CH:5]=[CH:6][CH:7]=1. The catalyst class is: 5. (2) Reactant: C1C=CC2N(O)N=[N:7]C=2C=1.CCN=C=NCCCN(C)C.Cl.Cl.CCN(C(C)C)C(C)C.[C:33]([O:37][C:38]([N:40]1[CH2:45][CH2:44][CH:43]([C:46]2[N:51]=[CH:50][C:49]([NH:52][C:53]3[N:58]=[C:57]([CH2:59][CH2:60][C:61]4[CH:66]=[CH:65][CH:64]=[CH:63][C:62]=4[CH2:67][C:68]([OH:70])=O)[C:56]([CH3:71])=[CH:55][N:54]=3)=[CH:48][CH:47]=2)[CH2:42][CH2:41]1)=[O:39])([CH3:36])([CH3:35])[CH3:34].C(=O)([O-])[O-].[NH4+].[NH4+]. Product: [NH2:7][C:68](=[O:70])[CH2:67][C:62]1[CH:63]=[CH:64][CH:65]=[CH:66][C:61]=1[CH2:60][CH2:59][C:57]1[C:56]([CH3:71])=[CH:55][N:54]=[C:53]([NH:52][C:49]2[CH:48]=[CH:47][C:46]([CH:43]3[CH2:42][CH2:41][N:40]([C:38]([O:37][C:33]([CH3:36])([CH3:34])[CH3:35])=[O:39])[CH2:45][CH2:44]3)=[N:51][CH:50]=2)[N:58]=1. The catalyst class is: 3. (3) Reactant: Br[C:2]1[CH:7]=[CH:6][CH:5]=[CH:4][C:3]=1[C:8]([F:11])([CH3:10])[CH3:9].[Li]C(C)(C)C.[C:17]([O:21][C:22]([N:24]1[CH2:29][CH2:28][CH:27]([CH:30]=[O:31])[CH2:26][CH2:25]1)=[O:23])([CH3:20])([CH3:19])[CH3:18].Cl. Product: [C:17]([O:21][C:22]([N:24]1[CH2:29][CH2:28][CH:27]([CH:30]([C:2]2[CH:7]=[CH:6][CH:5]=[CH:4][C:3]=2[C:8]([F:11])([CH3:10])[CH3:9])[OH:31])[CH2:26][CH2:25]1)=[O:23])([CH3:20])([CH3:19])[CH3:18]. The catalyst class is: 1. (4) Product: [CH3:32][C:21]1[N:22]=[C:23]2[N:24]([CH2:27][CH2:28][CH2:29][CH:30]2[OH:31])[C:25](=[O:26])[C:20]=1[CH2:19][CH2:18][N:12]1[CH2:11][CH2:10][CH:9]([C:6]2[C:5]3[CH:15]=[CH:16][C:2]([F:1])=[CH:3][C:4]=3[O:8][N:7]=2)[CH2:14][CH2:13]1. Reactant: [F:1][C:2]1[CH:16]=[CH:15][C:5]2[C:6]([CH:9]3[CH2:14][CH2:13][NH:12][CH2:11][CH2:10]3)=[N:7][O:8][C:4]=2[CH:3]=1.Cl[CH2:18][CH2:19][C:20]1[C:25](=[O:26])[N:24]2[CH2:27][CH2:28][CH2:29][CH:30]([OH:31])[C:23]2=[N:22][C:21]=1[CH3:32].C(N(C(C)C)CC)(C)C.[BH4-].[Na+]. The catalyst class is: 138. (5) Reactant: [C:1]1([C:7]2[CH:8]=[C:9]3[C:13](=[C:14]([C:16]([NH2:18])=[O:17])[CH:15]=2)[NH:12][CH:11]=[C:10]3[CH:19]2[CH2:24][CH2:23][NH:22][CH2:21][CH2:20]2)[CH:6]=[CH:5][CH:4]=[CH:3][CH:2]=1.[CH2:25]([S:28](Cl)(=[O:30])=[O:29])[CH2:26][CH3:27]. Product: [C:1]1([C:7]2[CH:8]=[C:9]3[C:13](=[C:14]([C:16]([NH2:18])=[O:17])[CH:15]=2)[NH:12][CH:11]=[C:10]3[CH:19]2[CH2:24][CH2:23][N:22]([S:28]([CH2:25][CH2:26][CH3:27])(=[O:30])=[O:29])[CH2:21][CH2:20]2)[CH:2]=[CH:3][CH:4]=[CH:5][CH:6]=1. The catalyst class is: 17. (6) Reactant: [CH:1]1([C:8]([O:10][CH2:11][CH2:12][NH:13]C(OC(C)(C)C)=O)=[O:9])[CH2:7][CH2:6][CH2:5][CH2:4][CH2:3][CH2:2]1.O1CCOCC1.[ClH:27]. Product: [ClH:27].[CH:1]1([C:8]([O:10][CH2:11][CH2:12][NH2:13])=[O:9])[CH2:7][CH2:6][CH2:5][CH2:4][CH2:3][CH2:2]1. The catalyst class is: 25. (7) Reactant: [B:10]1([B:10]2[O:14][C:13]([CH3:16])([CH3:15])[C:12]([CH3:18])([CH3:17])[O:11]2)[O:14][C:13]([CH3:16])([CH3:15])[C:12]([CH3:18])([CH3:17])[O:11]1.CC([O-])=O.[K+].Br[C:25]1[CH:30]=[CH:29][C:28]([C:31]2[NH:35][C:34]([C@@H:36]3[CH2:40][CH2:39][CH2:38][N:37]3[C:41]([O:43][C:44]([CH3:47])([CH3:46])[CH3:45])=[O:42])=[N:33][CH:32]=2)=[CH:27][CH:26]=1. Product: [CH3:16][C:13]1([CH3:15])[C:12]([CH3:17])([CH3:18])[O:11][B:10]([C:25]2[CH:26]=[CH:27][C:28]([C:31]3[NH:35][C:34]([C@@H:36]4[CH2:40][CH2:39][CH2:38][N:37]4[C:41]([O:43][C:44]([CH3:47])([CH3:46])[CH3:45])=[O:42])=[N:33][CH:32]=3)=[CH:29][CH:30]=2)[O:14]1. The catalyst class is: 77. (8) Reactant: [C:1]([O:5][C:6](=[O:17])[NH:7][C:8]1[CH:13]=[CH:12][CH:11]=[C:10]([C:14](=O)[NH2:15])[N:9]=1)([CH3:4])([CH3:3])[CH3:2].C(N(CC)CC)C.FC(F)(F)C(OC(=O)C(F)(F)F)=O. Product: [C:1]([O:5][C:6](=[O:17])[NH:7][C:8]1[CH:13]=[CH:12][CH:11]=[C:10]([C:14]#[N:15])[N:9]=1)([CH3:4])([CH3:2])[CH3:3]. The catalyst class is: 4.